The task is: Predict the product of the given reaction.. This data is from Forward reaction prediction with 1.9M reactions from USPTO patents (1976-2016). (1) Given the reactants [C:1]([C:4]1[N:9]=[C:8]([CH3:10])[N:7]=[C:6]([C:11]([NH:13][CH2:14][C:15]2[CH:20]=[CH:19][C:18]([F:21])=[C:17]([O:22][CH3:23])[CH:16]=2)=[O:12])[CH:5]=1)(=[O:3])[CH3:2].[CH:24](=O)[C:25]1[CH:30]=[CH:29][CH:28]=[N:27][CH:26]=1.[Cl-].[Al+3].[Cl-].[Cl-].O, predict the reaction product. The product is: [F:21][C:18]1[CH:19]=[CH:20][C:15]([CH2:14][NH:13][C:11]([C:6]2[CH:5]=[C:4]([C:1](=[O:3])[CH:2]=[CH:24][C:25]3[CH:26]=[N:27][CH:28]=[CH:29][CH:30]=3)[N:9]=[C:8]([CH3:10])[N:7]=2)=[O:12])=[CH:16][C:17]=1[O:22][CH3:23]. (2) Given the reactants [C:1]([O:5][C:6]([N:8]1[CH2:13][CH2:12][N:11]([C:14](=[O:28])[C:15]([C:25](=O)[CH3:26])=[CH:16][C:17]2[CH:22]=[CH:21][C:20]([CH3:23])=[CH:19][C:18]=2[CH3:24])[CH2:10][CH2:9]1)=[O:7])([CH3:4])([CH3:3])[CH3:2].[C:29]1([CH:35]([C:45]2[CH:50]=[CH:49][CH:48]=[CH:47][CH:46]=2)[CH2:36][CH2:37][O:38][C:39](=[O:44])/[CH:40]=[C:41](\[NH2:43])/[CH3:42])[CH:34]=[CH:33][CH:32]=[CH:31][CH:30]=1, predict the reaction product. The product is: [C:1]([O:5][C:6]([N:8]1[CH2:9][CH2:10][N:11]([C:14]([C:15]2[CH:16]([C:17]3[CH:22]=[CH:21][C:20]([CH3:23])=[CH:19][C:18]=3[CH3:24])[C:40]([C:39]([O:38][CH2:37][CH2:36][CH:35]([C:45]3[CH:50]=[CH:49][CH:48]=[CH:47][CH:46]=3)[C:29]3[CH:30]=[CH:31][CH:32]=[CH:33][CH:34]=3)=[O:44])=[C:41]([CH3:42])[NH:43][C:25]=2[CH3:26])=[O:28])[CH2:12][CH2:13]1)=[O:7])([CH3:4])([CH3:3])[CH3:2]. (3) Given the reactants CC(OI1(OC(C)=O)(OC(C)=O)OC(=O)C2C=CC=CC1=2)=O.[CH2:23]([C@@:26]1([CH3:53])[CH2:31][C@H:30]([C:32]2[CH:37]=[CH:36][CH:35]=[C:34]([Cl:38])[CH:33]=2)[C@@H:29]([C:39]2[CH:44]=[CH:43][C:42]([Cl:45])=[CH:41][CH:40]=2)[N:28]([C@@H:46]([CH:49]([CH3:51])[CH3:50])[CH2:47][OH:48])[C:27]1=[O:52])[CH:24]=[CH2:25].O, predict the reaction product. The product is: [CH2:23]([C@@:26]1([CH3:53])[CH2:31][C@H:30]([C:32]2[CH:37]=[CH:36][CH:35]=[C:34]([Cl:38])[CH:33]=2)[C@@H:29]([C:39]2[CH:40]=[CH:41][C:42]([Cl:45])=[CH:43][CH:44]=2)[N:28]([C@@H:46]([CH:49]([CH3:50])[CH3:51])[CH:47]=[O:48])[C:27]1=[O:52])[CH:24]=[CH2:25]. (4) Given the reactants I[C:2]1[CH:17]=[CH:16][C:5]([O:6][CH2:7][CH2:8][N:9]2[CH2:14][CH2:13][CH:12]([CH3:15])[CH2:11][CH2:10]2)=[CH:4][CH:3]=1.[Cl:18][C:19]1[CH:24]=[CH:23][C:22]([C:25]2[CH:26]=[C:27]([CH2:33][NH2:34])[C:28]([C:31]#[CH:32])=[N:29][CH:30]=2)=[CH:21][CH:20]=1, predict the reaction product. The product is: [Cl:18][C:19]1[CH:24]=[CH:23][C:22]([C:25]2[CH:26]=[C:27]([CH2:33][NH2:34])[C:28]([C:31]#[C:32][C:2]3[CH:17]=[CH:16][C:5]([O:6][CH2:7][CH2:8][N:9]4[CH2:14][CH2:13][CH:12]([CH3:15])[CH2:11][CH2:10]4)=[CH:4][CH:3]=3)=[N:29][CH:30]=2)=[CH:21][CH:20]=1.